This data is from Full USPTO retrosynthesis dataset with 1.9M reactions from patents (1976-2016). The task is: Predict the reactants needed to synthesize the given product. (1) Given the product [Cl:12][C:10]1[CH:11]=[C:2]2[C:3]([C:4]([OH:6])=[C:13]([C:19]([O:21][CH3:22])=[O:20])[C:14]([C:15]([O:17][CH3:18])=[O:16])=[N:1]2)=[CH:8][CH:9]=1, predict the reactants needed to synthesize it. The reactants are: [NH2:1][C:2]1[CH:11]=[C:10]([Cl:12])[CH:9]=[CH:8][C:3]=1[C:4]([O:6]C)=O.[C:13]([C:19]([O:21][CH3:22])=[O:20])#[C:14][C:15]([O:17][CH3:18])=[O:16].CC(C)([O-])C.[K+]. (2) Given the product [C:26]([C:23]1[CH:24]=[C:25]2[C:20]([CH2:19][C:18]([CH3:29])([CH3:28])[C@H:17]2[NH:16][C:13]([C:8]2[NH:9][C:10]3[C:6]([CH:7]=2)=[CH:5][C:4]([N+:1]([O-:3])=[O:2])=[CH:12][CH:11]=3)=[O:15])=[CH:21][CH:22]=1)#[N:27], predict the reactants needed to synthesize it. The reactants are: [N+:1]([C:4]1[CH:5]=[C:6]2[C:10](=[CH:11][CH:12]=1)[NH:9][C:8]([C:13]([OH:15])=O)=[CH:7]2)([O-:3])=[O:2].[NH2:16][C@H:17]1[C:25]2[C:20](=[CH:21][CH:22]=[C:23]([C:26]#[N:27])[CH:24]=2)[CH2:19][C:18]1([CH3:29])[CH3:28].CN([P+](ON1N=NC2C=CC=CC1=2)(N(C)C)N(C)C)C.F[P-](F)(F)(F)(F)F.CN1CCOCC1.C([O-])(O)=O.[Na+]. (3) Given the product [F:18][C:12]1[CH:13]=[C:14]([F:17])[CH:15]=[CH:16][C:11]=1[C:8]1[CH:9]=[CH:10][C:5]([C:3]([OH:4])=[O:2])=[CH:6][CH:7]=1, predict the reactants needed to synthesize it. The reactants are: C[O:2][C:3]([C:5]1[CH:10]=[CH:9][C:8]([C:11]2[CH:16]=[CH:15][C:14]([F:17])=[CH:13][C:12]=2[F:18])=[CH:7][CH:6]=1)=[O:4].[OH-].[Na+]. (4) Given the product [Br:1][C:2]1[O:6][C:5]([C:7]([NH:24][NH2:25])=[O:9])=[CH:4][CH:3]=1, predict the reactants needed to synthesize it. The reactants are: [Br:1][C:2]1[O:6][C:5]([C:7]([OH:9])=O)=[CH:4][CH:3]=1.S(Cl)(Cl)=O.BrC1OC(C(Cl)=O)=CC=1.O.[NH2:24][NH2:25]. (5) Given the product [NH2:23][C:8]1[N:7]=[C:6]([O:5][CH2:1][CH2:2][CH2:3][CH3:4])[N:14]=[C:13]2[C:9]=1[NH:10][C:11](=[O:21])[N:12]2[CH2:15][CH:16]1[CH2:20][CH2:19][O:18][CH2:17]1, predict the reactants needed to synthesize it. The reactants are: [CH2:1]([O:5][C:6]1[N:14]=[C:13]2[C:9]([N:10]=[C:11]([O:21]C)[N:12]2[CH2:15][CH:16]2[CH2:20][CH2:19][O:18][CH2:17]2)=[C:8]([NH2:23])[N:7]=1)[CH2:2][CH2:3][CH3:4].Cl.O.[OH-].[Na+]. (6) Given the product [NH:26]1[C:30]2[CH:31]=[CH:32][C:33]([NH:35][C:2]3[C:3]4[NH:16][N:15]=[CH:14][C:4]=4[N:5]=[C:6]([C:8]4[CH:9]=[CH:10][CH:11]=[CH:12][CH:13]=4)[N:7]=3)=[CH:34][C:29]=2[N:28]=[N:27]1, predict the reactants needed to synthesize it. The reactants are: Cl[C:2]1[C:3]2[C:4](=[CH:14][N:15](CC3C=CC(OC)=CC=3)[N:16]=2)[N:5]=[C:6]([C:8]2[CH:13]=[CH:12][CH:11]=[CH:10][CH:9]=2)[N:7]=1.[NH:26]1[C:30]2[CH:31]=[CH:32][C:33]([NH2:35])=[CH:34][C:29]=2[N:28]=[N:27]1.Cl. (7) Given the product [CH3:1][C:2]1([CH3:19])[O:3][CH2:4][C:5]([CH2:8][N:9]2[CH:13]=[CH:12][N:11]=[C:10]2[N+:14]([O-:16])=[O:15])([CH2:17][O:18][S:26]([C:23]2[CH:24]=[CH:25][C:20]([CH3:30])=[CH:21][CH:22]=2)(=[O:28])=[O:27])[CH2:6][O:7]1, predict the reactants needed to synthesize it. The reactants are: [CH3:1][C:2]1([CH3:19])[O:7][CH2:6][C:5]([CH2:17][OH:18])([CH2:8][N:9]2[CH:13]=[CH:12][N:11]=[C:10]2[N+:14]([O-:16])=[O:15])[CH2:4][O:3]1.[C:20]1([CH3:30])[CH:25]=[CH:24][C:23]([S:26](Cl)(=[O:28])=[O:27])=[CH:22][CH:21]=1.[Cl-].[NH4+].O. (8) Given the product [NH2:8][C@@H:9]([CH2:35][C:36]1[CH:45]=[CH:44][C:39]2[O:40][CH2:41][CH2:42][O:43][C:38]=2[CH:37]=1)[CH2:10][NH:11][C:19]1[S:20][C:21]([C:24]2[CH:25]=[C:26]3[C:31](=[CH:32][CH:33]=2)[CH:30]=[N:29][C:28]([F:34])=[CH:27]3)=[CH:22][N:23]=1, predict the reactants needed to synthesize it. The reactants are: C(OC([NH:8][C@@H:9]([CH2:35][C:36]1[CH:45]=[CH:44][C:39]2[O:40][CH2:41][CH2:42][O:43][C:38]=2[CH:37]=1)[CH2:10][N:11]([C:19]1[S:20][C:21]([C:24]2[CH:25]=[C:26]3[C:31](=[CH:32][CH:33]=2)[CH:30]=[N:29][C:28]([F:34])=[CH:27]3)=[CH:22][N:23]=1)C(=O)OC(C)(C)C)=O)(C)(C)C.C(O)(C(F)(F)F)=O. (9) The reactants are: [NH2:1][C:2]1([CH2:19][CH2:20][OH:21])[C:15]2[CH:14]=[C:13]([Cl:16])[N:12]=[C:11](F)[C:10]=2[O:9][C:8]2[C:3]1=[CH:4][C:5]([Br:18])=[CH:6][CH:7]=2.[N+:22]([C:25]1C=CC(C(N=C=S)=O)=CC=1)([O-])=O.C1(N=C=NC2CCCCC2)CCCCC1.[C:51](=O)([O-])[O-:52].[K+].[K+]. Given the product [Br:18][C:5]1[CH:4]=[C:3]2[C:2]3([CH2:19][CH2:20][O:21][C:25]([NH2:22])=[N:1]3)[C:15]3[CH:14]=[C:13]([Cl:16])[N:12]=[C:11]([O:52][CH3:51])[C:10]=3[O:9][C:8]2=[CH:7][CH:6]=1, predict the reactants needed to synthesize it. (10) The reactants are: [Si:1]([O:8][C@H:9]1[C@H:13]2[O:14][CH2:15][C@@H:16]([O:17][C:18]3[N:40]([CH2:41][O:42][CH2:43][CH2:44][Si:45]([CH3:48])([CH3:47])[CH3:46])[C:21]4=[N:22][C:23]([C:27]5[CH:32]=[CH:31][C:30]([C@H:33]6[CH2:38][CH2:37][C@H:36]([OH:39])[CH2:35][CH2:34]6)=[CH:29][CH:28]=5)=[C:24]([Cl:26])[CH:25]=[C:20]4[N:19]=3)[C@H:12]2[O:11][CH2:10]1)([C:4]([CH3:7])([CH3:6])[CH3:5])([CH3:3])[CH3:2].[N:49]1([C:54](Cl)=[O:55])[CH2:53][CH2:52][CH2:51][CH2:50]1. Given the product [N:49]1([C:54]([O:39][C@H:36]2[CH2:37][CH2:38][C@H:33]([C:30]3[CH:31]=[CH:32][C:27]([C:23]4[N:22]=[C:21]5[N:40]([CH2:41][O:42][CH2:43][CH2:44][Si:45]([CH3:48])([CH3:47])[CH3:46])[C:18]([O:17][C@@H:16]6[CH2:15][O:14][C@@H:13]7[C@H:9]([O:8][Si:1]([C:4]([CH3:6])([CH3:7])[CH3:5])([CH3:3])[CH3:2])[CH2:10][O:11][C@H:12]67)=[N:19][C:20]5=[CH:25][C:24]=4[Cl:26])=[CH:28][CH:29]=3)[CH2:34][CH2:35]2)=[O:55])[CH2:53][CH2:52][CH2:51][CH2:50]1, predict the reactants needed to synthesize it.